Dataset: CYP3A4 inhibition data for predicting drug metabolism from PubChem BioAssay. Task: Regression/Classification. Given a drug SMILES string, predict its absorption, distribution, metabolism, or excretion properties. Task type varies by dataset: regression for continuous measurements (e.g., permeability, clearance, half-life) or binary classification for categorical outcomes (e.g., BBB penetration, CYP inhibition). Dataset: cyp3a4_veith. The compound is Oc1ccc2c3c1O[C@H]1c4c(c5ccccc5n4Cc4ccccc4)C[C@]4(O)[C@H](C2)N(CC2CC2)CC[C@@]314. The result is 1 (inhibitor).